Task: Predict the product of the given reaction.. Dataset: Forward reaction prediction with 1.9M reactions from USPTO patents (1976-2016) (1) Given the reactants C[N:2](C)[CH:3]=[C:4]([C:7]1[CH:12]=[CH:11][CH:10]=[CH:9][N:8]=1)[C:5]#[N:6].Br.[NH2:15]N, predict the reaction product. The product is: [N:8]1[CH:9]=[CH:10][CH:11]=[CH:12][C:7]=1[C:4]1[CH:3]=[N:2][NH:6][C:5]=1[NH2:15]. (2) Given the reactants [C:1]1([C:7](=O)[C:8](=O)[CH3:9])[CH:6]=[CH:5][CH:4]=[CH:3][CH:2]=1.[NH2:12][CH:13]([C:17]([NH2:19])=[O:18])[C:14]([NH2:16])=[O:15], predict the reaction product. The product is: [CH3:9][C:8]1[NH:16][C:14](=[O:15])[C:13]([C:17]([NH2:19])=[O:18])=[N:12][C:7]=1[C:1]1[CH:6]=[CH:5][CH:4]=[CH:3][CH:2]=1.